This data is from Full USPTO retrosynthesis dataset with 1.9M reactions from patents (1976-2016). The task is: Predict the reactants needed to synthesize the given product. (1) The reactants are: [F:1][C:2]([C:6]1[CH:11]=[CH:10][CH:9]=[CH:8][N:7]=1)=[C:3](F)[CH3:4].[ClH:12].Cl.F[CH:15]([CH:19]1[CH2:24][CH2:23][CH2:22][CH2:21][NH:20]1)C(F)C.Cl.FC([CH:30]1[CH2:35][CH2:34][CH2:33][CH2:32][NH:31]1)CC.Cl.C(C1CCCC[NH:41]1)CC.[CH3:46][OH:47]. Given the product [Cl:12][C:35]1[CH:34]=[C:33]([C:46]([N:7]2[CH2:8][CH2:9][CH2:10][CH2:11][CH:6]2[CH:2]([F:1])[CH2:3][CH3:4])=[O:47])[CH:32]=[N:31][C:30]=1[NH:41][C:22]1[CH:21]=[N:20][C:19]([CH3:15])=[CH:24][CH:23]=1, predict the reactants needed to synthesize it. (2) Given the product [C:16]([C:7]1[CH:12]=[C:11]([CH3:13])[CH:10]=[CH:9][N:8]=1)(=[O:18])[CH3:17], predict the reactants needed to synthesize it. The reactants are: C([Li])CCC.Br[C:7]1[CH:12]=[C:11]([CH3:13])[CH:10]=[CH:9][N:8]=1.CN(C)[C:16](=[O:18])[CH3:17].O. (3) The reactants are: [N:1]1[CH:6]=[CH:5][CH:4]=[CH:3][C:2]=1[CH2:7][OH:8].[H-].[Na+].[Cl:11][C:12]1[N:17]=[C:16]2[CH2:18][CH2:19][CH2:20][C:15]2=[C:14](Cl)[CH:13]=1. Given the product [ClH:11].[ClH:11].[N:1]1[CH:6]=[CH:5][CH:4]=[C:3]([C:14]2[CH:13]=[C:12]([O:8][CH2:7][C:2]3[CH:3]=[CH:4][CH:5]=[CH:6][N:1]=3)[N:17]=[C:16]3[CH2:18][CH2:19][CH2:20][C:15]=23)[CH:2]=1, predict the reactants needed to synthesize it. (4) Given the product [CH3:29][S:26]([N:23]1[CH2:22][CH2:21][CH:20]([N:10]([C:11]([CH:13]2[CH2:14][CH2:15][CH:16]([CH3:19])[CH2:17][CH2:18]2)=[O:12])[C:9]2[CH:8]=[C:7]([C:30]3[CH:35]=[CH:34][CH:33]=[CH:32][CH:31]=3)[S:6][C:5]=2[C:3]([OH:4])=[O:2])[CH2:25][CH2:24]1)(=[O:27])=[O:28], predict the reactants needed to synthesize it. The reactants are: C[O:2][C:3]([C:5]1[S:6][C:7]([C:30]2[CH:35]=[CH:34][CH:33]=[CH:32][CH:31]=2)=[CH:8][C:9]=1[N:10]([CH:20]1[CH2:25][CH2:24][N:23]([S:26]([CH3:29])(=[O:28])=[O:27])[CH2:22][CH2:21]1)[C:11]([CH:13]1[CH2:18][CH2:17][CH:16]([CH3:19])[CH2:15][CH2:14]1)=[O:12])=[O:4].[OH-].[Li+]. (5) Given the product [CH:1]1([N:4]([CH:8]2[C:17]3[C:12](=[CH:13][CH:14]=[CH:15][CH:16]=3)[N:11]([C:25](=[O:26])[C:24]3[CH:28]=[CH:29][C:21]([O:20][CH3:19])=[CH:22][CH:23]=3)[CH:10]([CH3:18])[CH2:9]2)[C:5](=[O:7])[CH3:6])[CH2:2][CH2:3]1, predict the reactants needed to synthesize it. The reactants are: [CH:1]1([N:4]([CH:8]2[C:17]3[C:12](=[CH:13][CH:14]=[CH:15][CH:16]=3)[NH:11][CH:10]([CH3:18])[CH2:9]2)[C:5](=[O:7])[CH3:6])[CH2:3][CH2:2]1.[CH3:19][O:20][C:21]1[CH:29]=[CH:28][C:24]([C:25](Cl)=[O:26])=[CH:23][CH:22]=1.CCN(C(C)C)C(C)C. (6) Given the product [OH:6][C@@H:5]([CH2:4][OH:3])[CH2:7][O:8][C:9]1[C:10]([CH3:40])=[CH:11][C:12]([C:16]2[N:20]=[C:19]([CH2:21][CH2:22][CH2:23][C:24]3([C:34]4[CH:39]=[CH:38][CH:37]=[CH:36][CH:35]=4)[CH2:33][CH2:32][CH2:31][CH2:30][C:25]3=[O:26])[O:18][N:17]=2)=[CH:13][C:14]=1[CH3:15], predict the reactants needed to synthesize it. The reactants are: CC1(C)[O:6][C@H:5]([CH2:7][O:8][C:9]2[C:14]([CH3:15])=[CH:13][C:12]([C:16]3[N:20]=[C:19]([CH2:21][CH2:22][CH2:23][C:24]4([C:34]5[CH:39]=[CH:38][CH:37]=[CH:36][CH:35]=5)[CH2:33][CH2:32][CH2:31][CH2:30][C:25]54OCC[O:26]5)[O:18][N:17]=3)=[CH:11][C:10]=2[CH3:40])[CH2:4][O:3]1.Cl.C([O-])([O-])=O.[Na+].[Na+]. (7) Given the product [CH3:1][N:2]1[CH2:7][CH2:6][N:5]([C:8]2[N:9]=[CH:10][C:11]([NH2:14])=[CH:12][CH:13]=2)[CH2:4][CH2:3]1, predict the reactants needed to synthesize it. The reactants are: [CH3:1][N:2]1[CH2:7][CH2:6][N:5]([C:8]2[CH:13]=[CH:12][C:11]([N+:14]([O-])=O)=[CH:10][N:9]=2)[CH2:4][CH2:3]1.